This data is from hERG potassium channel inhibition data for cardiac toxicity prediction from Karim et al.. The task is: Regression/Classification. Given a drug SMILES string, predict its toxicity properties. Task type varies by dataset: regression for continuous values (e.g., LD50, hERG inhibition percentage) or binary classification for toxic/non-toxic outcomes (e.g., AMES mutagenicity, cardiotoxicity, hepatotoxicity). Dataset: herg_karim. (1) The drug is O=C(Nc1c[nH]c2ncc(-c3ccccc3F)cc12)c1cnn2ccc(NC[C@H]3CCNC[C@@H]3F)nc12. The result is 1 (blocker). (2) The molecule is C[C@@H]([NH2+]C(C)(C)C)C(=O)c1cccc(Cl)c1. The result is 0 (non-blocker). (3) The compound is CN1C(=O)CC[C@H]1CN(Cc1ccc(Cl)cc1)S(=O)(=O)c1cccc(C#N)c1. The result is 0 (non-blocker). (4) The drug is Cc1ccc2c(-c3nnc(SCCC(C)N4CCc5cc6nc(C(F)(F)F)oc6c(Br)c5CC4)n3C)cccc2n1. The result is 1 (blocker). (5) The compound is CCC[NH2+]C[C@@H](O)COc1ccccc1C(=O)CCc1ccccc1. The result is 1 (blocker).